Dataset: Catalyst prediction with 721,799 reactions and 888 catalyst types from USPTO. Task: Predict which catalyst facilitates the given reaction. (1) Reactant: C(O)(C(F)(F)F)=O.C(OC([NH:15][C@@H:16]([C:18]1[C:19]([F:54])=[C:20]([C:24]2[CH:29]=[C:28]([C:30]#[C:31][C:32]3[CH:36]=[CH:35][N:34]([CH3:37])[N:33]=3)[CH:27]=[C:26]([CH2:38][O:39][C:40]3[CH:45]=[CH:44][CH:43]=[CH:42][C:41]=3[CH2:46][C:47]([O:49]C(C)(C)C)=[O:48])[CH:25]=2)[CH:21]=[CH:22][CH:23]=1)[CH3:17])=O)(C)(C)C. Product: [NH2:15][C@@H:16]([C:18]1[C:19]([F:54])=[C:20]([C:24]2[CH:29]=[C:28]([C:30]#[C:31][C:32]3[CH:36]=[CH:35][N:34]([CH3:37])[N:33]=3)[CH:27]=[C:26]([CH2:38][O:39][C:40]3[CH:45]=[CH:44][CH:43]=[CH:42][C:41]=3[CH2:46][C:47]([OH:49])=[O:48])[CH:25]=2)[CH:21]=[CH:22][CH:23]=1)[CH3:17]. The catalyst class is: 2. (2) Reactant: C(=O)([O-])[O-].[Cs+].[Cs+].Br[CH2:8][C:9]([O:11][CH2:12][CH3:13])=[O:10].[Si:14]([O:31][C@H:32]([CH3:44])[C@H:33]([NH2:43])[C:34]1[CH:39]=[C:38]([F:40])[C:37]([F:41])=[C:36]([F:42])[CH:35]=1)([C:27]([CH3:30])([CH3:29])[CH3:28])([C:21]1[CH:26]=[CH:25][CH:24]=[CH:23][CH:22]=1)[C:15]1[CH:20]=[CH:19][CH:18]=[CH:17][CH:16]=1.C(OCC)(=O)C. Product: [Si:14]([O:31][C@H:32]([CH3:44])[C@H:33]([NH:43][CH2:8][C:9]([O:11][CH2:12][CH3:13])=[O:10])[C:34]1[CH:39]=[C:38]([F:40])[C:37]([F:41])=[C:36]([F:42])[CH:35]=1)([C:27]([CH3:28])([CH3:29])[CH3:30])([C:21]1[CH:26]=[CH:25][CH:24]=[CH:23][CH:22]=1)[C:15]1[CH:16]=[CH:17][CH:18]=[CH:19][CH:20]=1. The catalyst class is: 3.